Dataset: Full USPTO retrosynthesis dataset with 1.9M reactions from patents (1976-2016). Task: Predict the reactants needed to synthesize the given product. (1) Given the product [CH:3]1[C:2]2[C:25](=[CH:38][CH:30]=[CH:31][CH:32]=2)[CH:24]=[CH:23][C:4]=1[O:5][CH:6]1[CH2:11][CH2:10][N:9]([S:12]([C:15]2[C:16]([CH3:22])=[N:17][N:18]([CH3:21])[C:19]=2[CH3:20])(=[O:14])=[O:13])[CH2:8][CH2:7]1, predict the reactants needed to synthesize it. The reactants are: Cl[C:2]1[CH:3]=[C:4]([CH:23]=[CH:24][C:25]=1Cl)[O:5][CH:6]1[CH2:11][CH2:10][N:9]([S:12]([C:15]2[C:16]([CH3:22])=[N:17][N:18]([CH3:21])[C:19]=2[CH3:20])(=[O:14])=[O:13])[CH2:8][CH2:7]1.CN1[C:32](C)=[C:31](S(Cl)(=O)=O)[C:30]([CH3:38])=N1.Cl.C1C2C(=CC=CC=2)C=CC=1OC1CCNCC1. (2) Given the product [CH3:5][CH:6]([C:9](=[O:20])[C:10]1[CH:11]=[CH:12][C:13]([C:16]([F:17])([F:18])[F:19])=[CH:14][CH:15]=1)[C:2]#[N:1], predict the reactants needed to synthesize it. The reactants are: [NH2:1][C:2]1[CH:6]=[CH:5]NN=1.CO[C:9](=[O:20])[C:10]1[CH:15]=[CH:14][C:13]([C:16]([F:19])([F:18])[F:17])=[CH:12][CH:11]=1.[H-].[Na+].C(#N)CC. (3) Given the product [CH3:1][CH:2]([N:9]1[CH2:14][CH2:13][N:12]([C:15]([C:17]2[CH:24]=[CH:23][C:20]([CH2:21][N:25]3[CH2:30][CH2:29][CH2:28][CH2:27][CH2:26]3)=[CH:19][CH:18]=2)=[O:16])[CH2:11][CH2:10]1)[CH2:3][CH2:4][CH2:5][CH2:6][CH2:7][CH3:8], predict the reactants needed to synthesize it. The reactants are: [CH3:1][CH:2]([N:9]1[CH2:14][CH2:13][N:12]([C:15]([C:17]2[CH:24]=[CH:23][C:20]([CH:21]=O)=[CH:19][CH:18]=2)=[O:16])[CH2:11][CH2:10]1)[CH2:3][CH2:4][CH2:5][CH2:6][CH2:7][CH3:8].[NH:25]1[CH2:30][CH2:29][CH2:28][CH2:27][CH2:26]1.